The task is: Predict the reactants needed to synthesize the given product.. This data is from Full USPTO retrosynthesis dataset with 1.9M reactions from patents (1976-2016). (1) The reactants are: [CH2:1]([N:8]([CH2:29][C:30]1[CH:35]=[CH:34][CH:33]=[CH:32][CH:31]=1)[C:9]1[C:14]([N+:15]([O-])=O)=[C:13]([NH:18][NH:19][C:20]([O:22][C:23]([CH3:26])([CH3:25])[CH3:24])=[O:21])[C:12]([CH3:27])=[C:11]([CH3:28])[N:10]=1)[C:2]1[CH:7]=[CH:6][CH:5]=[CH:4][CH:3]=1. Given the product [NH2:15][C:14]1[C:9]([N:8]([CH2:29][C:30]2[CH:35]=[CH:34][CH:33]=[CH:32][CH:31]=2)[CH2:1][C:2]2[CH:7]=[CH:6][CH:5]=[CH:4][CH:3]=2)=[N:10][C:11]([CH3:28])=[C:12]([CH3:27])[C:13]=1[NH:18][NH:19][C:20]([O:22][C:23]([CH3:26])([CH3:25])[CH3:24])=[O:21], predict the reactants needed to synthesize it. (2) Given the product [CH3:17][C:15]1[CH:14]=[C:13]([C:18]2[S:22][C:21]([C:23]3([OH:27])[CH2:26][CH2:25][CH2:24]3)=[N:20][CH:19]=2)[CH:12]=[C:11]([NH:10][C:2]2[N:7]=[C:6]([S:8][CH3:9])[CH:5]=[CH:4][N:3]=2)[CH:16]=1, predict the reactants needed to synthesize it. The reactants are: Cl[C:2]1[N:7]=[C:6]([S:8][CH3:9])[CH:5]=[CH:4][N:3]=1.[NH2:10][C:11]1[CH:12]=[C:13]([C:18]2[S:22][C:21]([C:23]3([OH:27])[CH2:26][CH2:25][CH2:24]3)=[N:20][CH:19]=2)[CH:14]=[C:15]([CH3:17])[CH:16]=1.CC1(C)C2C(=C(P(C3C=CC=CC=3)C3C=CC=CC=3)C=CC=2)OC2C(P(C3C=CC=CC=3)C3C=CC=CC=3)=CC=CC1=2.C(=O)([O-])[O-].[Cs+].[Cs+]. (3) The reactants are: [NH:1]1[C:9]2[C:4](=[CH:5][C:6]([C:10]3[O:14][N:13]=[C:12]([C:15]([O:17]CC)=[O:16])[CH:11]=3)=[CH:7][CH:8]=2)[CH:3]=[N:2]1.CO.O.[OH-].[K+]. Given the product [NH:1]1[C:9]2[C:4](=[CH:5][C:6]([C:10]3[O:14][N:13]=[C:12]([C:15]([OH:17])=[O:16])[CH:11]=3)=[CH:7][CH:8]=2)[CH:3]=[N:2]1, predict the reactants needed to synthesize it. (4) The reactants are: S1(CCCC1)(=O)=O.[NH2:8][C:9]1[N:14]=[C:13]([NH2:15])[C:12]([O:16][C:17]2[C:18]([CH:29]([CH3:31])[CH3:30])=[CH:19][C:20]([O:27][CH3:28])=[C:21]([S:23]([NH2:26])(=[O:25])=[O:24])[CH:22]=2)=[CH:11][N:10]=1.[ClH:32]. Given the product [ClH:32].[NH2:8][C:9]1[N:14]=[C:13]([NH2:15])[C:12]([O:16][C:17]2[C:18]([CH:29]([CH3:31])[CH3:30])=[CH:19][C:20]([O:27][CH3:28])=[C:21]([S:23]([NH2:26])(=[O:24])=[O:25])[CH:22]=2)=[CH:11][N:10]=1, predict the reactants needed to synthesize it. (5) Given the product [CH2:22]([O:24][C:25](=[O:26])[C:27]1[CH:32]=[CH:31][C:30]([C:14]2[CH:13]=[N:12][C:7]3[NH:8][CH2:9][C:10](=[O:11])[N:5]([CH2:4][C:3]4[C:2]([Cl:1])=[CH:20][CH:19]=[CH:18][C:17]=4[Cl:21])[C:6]=3[CH:15]=2)=[CH:29][CH:28]=1)[CH3:23], predict the reactants needed to synthesize it. The reactants are: [Cl:1][C:2]1[CH:20]=[CH:19][CH:18]=[C:17]([Cl:21])[C:3]=1[CH2:4][N:5]1[C:10](=[O:11])[CH2:9][NH:8][C:7]2[N:12]=[CH:13][C:14](I)=[CH:15][C:6]1=2.[CH2:22]([O:24][C:25]([C:27]1[CH:32]=[CH:31][C:30](B(O)O)=[CH:29][CH:28]=1)=[O:26])[CH3:23].